From a dataset of CYP1A2 inhibition data for predicting drug metabolism from PubChem BioAssay. Regression/Classification. Given a drug SMILES string, predict its absorption, distribution, metabolism, or excretion properties. Task type varies by dataset: regression for continuous measurements (e.g., permeability, clearance, half-life) or binary classification for categorical outcomes (e.g., BBB penetration, CYP inhibition). Dataset: cyp1a2_veith. (1) The molecule is CNC(=O)c1c(I)c(C(=O)NCC(=O)Nc2c(I)c(C(=O)O)c(I)c(C(=O)NCCO)c2I)c(I)c(N(C)C(C)=O)c1I. The result is 0 (non-inhibitor). (2) The drug is COc1cc(OC)nc(Oc2ccccc2C(=O)Oc2ccc(C)cc2)n1. The result is 1 (inhibitor). (3) The drug is c1cc(CNCCN2CCNCC2)ccn1. The result is 0 (non-inhibitor). (4) The drug is C/C(CCN1CCc2nc(-c3ccccc3)c(-c3ccccc3)cc2C1)=N\O[C@@H](C)c1cc(-c2c(C)cc(C)cc2C)no1. The result is 0 (non-inhibitor). (5) The compound is COc1cc(CNC2CCCC2)cc(Cl)c1OCc1ccccc1Cl.Cl. The result is 1 (inhibitor).